This data is from Forward reaction prediction with 1.9M reactions from USPTO patents (1976-2016). The task is: Predict the product of the given reaction. (1) Given the reactants [Si]([O:8][CH2:9][C:10]1[N:15]=[C:14]2[N:16]([C:20]3[CH:25]=[C:24]([S:26][C:27]([CH3:35])([C:29]4[CH:34]=[CH:33][CH:32]=[CH:31][CH:30]=4)[CH3:28])[C:23]([O:36][CH3:37])=[CH:22][C:21]=3[Cl:38])[C:17](=[O:19])[NH:18][C:13]2=[C:12]([O:39][CH3:40])[CH:11]=1)(C(C)(C)C)(C)C.O.[F-].C([N+](CCCC)(CCCC)CCCC)CCC.Cl, predict the reaction product. The product is: [Cl:38][C:21]1[CH:22]=[C:23]([O:36][CH3:37])[C:24]([S:26][C:27]([CH3:35])([C:29]2[CH:34]=[CH:33][CH:32]=[CH:31][CH:30]=2)[CH3:28])=[CH:25][C:20]=1[N:16]1[C:14]2=[N:15][C:10]([CH2:9][OH:8])=[CH:11][C:12]([O:39][CH3:40])=[C:13]2[NH:18][C:17]1=[O:19]. (2) Given the reactants [CH3:1]C(C)([O-])C.[K+].[OH:7][CH2:8][C@H:9]([N:11]1[CH:20]=[CH:19][C:18]2[C:13](=[CH:14][CH:15]=[CH:16][C:17]=2[N+:21]([O-:23])=[O:22])[C:12]1=[O:24])[CH3:10].Cl.FC(F)(F)C(O)=O.C(=O)([O-])[O-].[K+].[K+], predict the reaction product. The product is: [OH:7][CH2:8][C@H:9]([N:11]1[CH:20]=[CH:19][C:18]2[C:13](=[CH:14][CH:15]=[C:16]([CH3:1])[C:17]=2[N+:21]([O-:23])=[O:22])[C:12]1=[O:24])[CH3:10]. (3) Given the reactants C([N:14]1[CH2:17][CH:16]([O:18][CH:19]([C:30]2[CH:35]=[CH:34][C:33]([CH3:36])=[CH:32][CH:31]=2)[C:20]2[CH:25]=[CH:24][CH:23]=[CH:22][C:21]=2[C:26]([F:29])([F:28])[F:27])[CH2:15]1)(C1C=CC=CC=1)C1C=CC=CC=1.Cl.[Cl:38]C1C=CC=CC=1C(OC1CNC1)C1C=CC(Cl)=CC=1, predict the reaction product. The product is: [ClH:38].[F:29][C:26]([F:27])([F:28])[C:21]1[CH:22]=[CH:23][CH:24]=[CH:25][C:20]=1[CH:19]([O:18][CH:16]1[CH2:17][NH:14][CH2:15]1)[C:30]1[CH:35]=[CH:34][C:33]([CH3:36])=[CH:32][CH:31]=1. (4) Given the reactants [NH2:1][C@H:2]1[CH2:7][CH2:6][C@H:5]([NH2:8])[CH2:4][CH2:3]1.[Cl:9][C:10]1[N:18]=[C:17]2[C:13]([N:14]=[CH:15][N:16]2[CH:19]2[CH2:23][CH2:22][S:21][CH2:20]2)=[C:12]([NH:24][C:25]2[CH:30]=[CH:29][CH:28]=[CH:27][CH:26]=2)[N:11]=1.CO.[OH-].[NH4+].[ClH:35], predict the reaction product. The product is: [ClH:9].[ClH:35].[NH2:1][CH:2]1[CH2:7][CH2:6][CH:5]([NH:8][C:10]2[N:18]=[C:17]3[C:13]([N:14]=[CH:15][N:16]3[CH:19]3[CH2:23][CH2:22][S:21][CH2:20]3)=[C:12]([NH:24][C:25]3[CH:26]=[CH:27][CH:28]=[CH:29][CH:30]=3)[N:11]=2)[CH2:4][CH2:3]1. (5) Given the reactants [CH3:1][O:2][C:3]1[CH:38]=[CH:37][C:6]([CH2:7][N:8]2[C:12]3=[N:13][CH:14]=[CH:15][C:16]([O:17][C:18]4[CH:23]=[CH:22][C:21]([O:24][C:25]5[CH:30]=[CH:29][CH:28]=[CH:27][CH:26]=5)=[CH:20][CH:19]=4)=[C:11]3[C:10]([NH:31][C@@H:32]3[CH2:36][CH2:35][NH:34][CH2:33]3)=[N:9]2)=[CH:5][CH:4]=1.CCN(C(C)C)C(C)C.[C:48](Cl)(=[O:50])[CH3:49], predict the reaction product. The product is: [CH3:1][O:2][C:3]1[CH:4]=[CH:5][C:6]([CH2:7][N:8]2[C:12]3=[N:13][CH:14]=[CH:15][C:16]([O:17][C:18]4[CH:19]=[CH:20][C:21]([O:24][C:25]5[CH:30]=[CH:29][CH:28]=[CH:27][CH:26]=5)=[CH:22][CH:23]=4)=[C:11]3[C:10]([NH:31][C@@H:32]3[CH2:36][CH2:35][N:34]([C:48](=[O:50])[CH3:49])[CH2:33]3)=[N:9]2)=[CH:37][CH:38]=1. (6) Given the reactants C(OC([NH:8][C:9]1[O:17][C:16]2[C:11](=[N:12][CH:13]=[C:14]([CH2:18][CH3:19])[CH:15]=2)[C:10]=1[C:20]([NH:22][C:23]1[CH:24]=[N:25][CH:26]=[CH:27][C:28]=1[N:29]1[CH2:34][C@H:33]([C:35]([F:38])([F:37])[F:36])[CH2:32][C@H:31]([NH:39]C(=O)OC(C)(C)C)[CH2:30]1)=[O:21])=O)(C)(C)C.Cl.O1CCOCC1, predict the reaction product. The product is: [NH2:8][C:9]1[O:17][C:16]2[C:11](=[N:12][CH:13]=[C:14]([CH2:18][CH3:19])[CH:15]=2)[C:10]=1[C:20]([NH:22][C:23]1[CH:24]=[N:25][CH:26]=[CH:27][C:28]=1[N:29]1[CH2:34][C@H:33]([C:35]([F:38])([F:37])[F:36])[CH2:32][C@H:31]([NH2:39])[CH2:30]1)=[O:21].